Task: Predict the reaction yield, written as a fraction of the theoretical maximum amount of product (1.0 means a 100% yield; for example, 0.34 means a 34% yield).. Dataset: Reaction yield outcomes from USPTO patents with 853,638 reactions (1) The reactants are [Br:1][C:2]1[N:6]2[N:7]=[C:8](Cl)[CH:9]=[CH:10][C:5]2=[N:4][CH:3]=1.[CH3:12][O:13][CH2:14][CH2:15][NH2:16]. No catalyst specified. The product is [Br:1][C:2]1[N:6]2[N:7]=[C:8]([NH:16][CH2:15][CH2:14][O:13][CH3:12])[CH:9]=[CH:10][C:5]2=[N:4][CH:3]=1. The yield is 0.620. (2) The catalyst is CN(C=O)C. The yield is 0.400. The reactants are [Li+].[CH3:2][CH:3]([C:5]1[N:6]=[C:7]([C:10]([O-:12])=O)[S:8][CH:9]=1)[CH3:4].CN(C(ON1N=NC2C=CC=NC1=2)=[N+](C)C)C.F[P-](F)(F)(F)(F)F.[NH2:37][C:38]1[C:43]([CH3:44])=[C:42]([O:45][CH3:46])[CH:41]=[CH:40][C:39]=1[C:47](=[O:49])[CH3:48]. The product is [C:47]([C:39]1[C:38]([NH:37][C:10]([C:7]2[S:8][CH:9]=[C:5]([CH:3]([CH3:2])[CH3:4])[N:6]=2)=[O:12])=[C:43]([CH3:44])[C:42]([O:45][CH3:46])=[CH:41][CH:40]=1)(=[O:49])[CH3:48]. (3) The reactants are [Cl:1][CH2:2][C:3]([NH:5][CH2:6][C:7]#[C:8][C:9]1[CH:10]=[C:11]2[C:16](=[CH:17][CH:18]=1)[N:15]=[CH:14][N:13]=[C:12]2Cl)=[O:4].[CH3:20][C:21]1[CH:22]=[C:23]([NH2:34])[CH:24]=[CH:25][C:26]=1[O:27][C:28]1[CH:29]=[N:30][CH:31]=[CH:32][CH:33]=1. The catalyst is CC(O)(C)C.ClCCCl. The product is [Cl:1][CH2:2][C:3]([NH:5][CH2:6][C:7]#[C:8][C:9]1[CH:10]=[C:11]2[C:16](=[CH:17][CH:18]=1)[N:15]=[CH:14][N:13]=[C:12]2[NH:34][C:23]1[CH:24]=[CH:25][C:26]([O:27][C:28]2[CH:29]=[N:30][CH:31]=[CH:32][CH:33]=2)=[C:21]([CH3:20])[CH:22]=1)=[O:4]. The yield is 0.820. (4) The reactants are [Br:1]Br.CC(N)(C)C.[OH:8][C:9]1[C:10]([CH3:19])=[C:11]([CH:16]=[CH:17][CH:18]=1)[C:12]([O:14][CH3:15])=[O:13].O. The catalyst is ClCCl. The product is [Br:1][C:18]1[CH:17]=[CH:16][C:11]([C:12]([O:14][CH3:15])=[O:13])=[C:10]([CH3:19])[C:9]=1[OH:8]. The yield is 0.200. (5) The reactants are [Cl:1][C:2]1[CH:7]=[CH:6][C:5]([N:8]=[C:9]=[O:10])=[CH:4][C:3]=1[C:11]([F:14])([F:13])[F:12].Cl.[N+:16]([C:19]1[CH:20]=[C:21]([CH:24]=[CH:25][CH:26]=1)[CH2:22][NH2:23])([O-:18])=[O:17].C(N(CC)CC)C. The catalyst is C(#N)C. The product is [Cl:1][C:2]1[CH:7]=[CH:6][C:5]([NH:8][C:9]([NH:23][CH2:22][C:21]2[CH:24]=[CH:25][CH:26]=[C:19]([N+:16]([O-:18])=[O:17])[CH:20]=2)=[O:10])=[CH:4][C:3]=1[C:11]([F:12])([F:13])[F:14]. The yield is 0.970. (6) The reactants are Br[C:2]1[CH:18]=[CH:17][C:5]([CH2:6][N:7]2[CH2:11][C:10](=[O:12])[N:9]([CH:13]3[CH2:15][CH2:14]3)[C:8]2=[O:16])=[CH:4][CH:3]=1.[CH:19]1([N:22]2[CH2:30][C:29]3[C:24](=[CH:25][CH:26]=[C:27](B4OC(C)(C)C(C)(C)O4)[CH:28]=3)[C:23]2=[O:40])[CH2:21][CH2:20]1.C1(P(C2CCCCC2)C2CCCCC2)CCCCC1.P([O-])([O-])([O-])=O.[K+].[K+].[K+]. The catalyst is O1CCOCC1.O. The product is [CH:13]1([N:9]2[C:10](=[O:12])[CH2:11][N:7]([CH2:6][C:5]3[CH:17]=[CH:18][C:2]([C:27]4[CH:28]=[C:29]5[C:24](=[CH:25][CH:26]=4)[C:23](=[O:40])[N:22]([CH:19]4[CH2:21][CH2:20]4)[CH2:30]5)=[CH:3][CH:4]=3)[C:8]2=[O:16])[CH2:15][CH2:14]1. The yield is 0.530.